This data is from Peptide-MHC class I binding affinity with 185,985 pairs from IEDB/IMGT. The task is: Regression. Given a peptide amino acid sequence and an MHC pseudo amino acid sequence, predict their binding affinity value. This is MHC class I binding data. The peptide sequence is EEKFQKDPPF. The MHC is Mamu-A11 with pseudo-sequence Mamu-A11. The binding affinity (normalized) is 0.